This data is from NCI-60 drug combinations with 297,098 pairs across 59 cell lines. The task is: Regression. Given two drug SMILES strings and cell line genomic features, predict the synergy score measuring deviation from expected non-interaction effect. (1) Drug 1: C1C(C(OC1N2C=C(C(=O)NC2=O)F)CO)O. Drug 2: C#CCC(CC1=CN=C2C(=N1)C(=NC(=N2)N)N)C3=CC=C(C=C3)C(=O)NC(CCC(=O)O)C(=O)O. Cell line: MOLT-4. Synergy scores: CSS=83.5, Synergy_ZIP=0.519, Synergy_Bliss=0.238, Synergy_Loewe=-6.11, Synergy_HSA=-1.65. (2) Drug 1: CCCCC(=O)OCC(=O)C1(CC(C2=C(C1)C(=C3C(=C2O)C(=O)C4=C(C3=O)C=CC=C4OC)O)OC5CC(C(C(O5)C)O)NC(=O)C(F)(F)F)O. Drug 2: C1=CC=C(C=C1)NC(=O)CCCCCCC(=O)NO. Cell line: HCT116. Synergy scores: CSS=71.8, Synergy_ZIP=3.61, Synergy_Bliss=2.19, Synergy_Loewe=-0.520, Synergy_HSA=4.03. (3) Drug 1: CN(CCCl)CCCl.Cl. Drug 2: C(CN)CNCCSP(=O)(O)O. Cell line: MDA-MB-435. Synergy scores: CSS=2.64, Synergy_ZIP=-0.117, Synergy_Bliss=0.592, Synergy_Loewe=-16.9, Synergy_HSA=-1.43. (4) Drug 1: C1=CC(=CC=C1CCC2=CNC3=C2C(=O)NC(=N3)N)C(=O)NC(CCC(=O)O)C(=O)O. Drug 2: C1C(C(OC1N2C=C(C(=O)NC2=O)F)CO)O. Cell line: K-562. Synergy scores: CSS=58.0, Synergy_ZIP=-4.70, Synergy_Bliss=-2.83, Synergy_Loewe=4.26, Synergy_HSA=6.34.